From a dataset of Full USPTO retrosynthesis dataset with 1.9M reactions from patents (1976-2016). Predict the reactants needed to synthesize the given product. (1) Given the product [CH2:42]([NH:49][C:16](=[O:18])[C:15]1[CH:14]=[CH:13][C:12]([O:11][C:9]2[CH:8]=[CH:7][C:6]3[B:2]([OH:1])[O:3][CH2:4][C:5]=3[CH:10]=2)=[CH:20][CH:19]=1)[C:43]1[CH:48]=[CH:47][CH:46]=[CH:45][CH:44]=1, predict the reactants needed to synthesize it. The reactants are: [OH:1][B:2]1[C:6]2[CH:7]=[CH:8][C:9]([O:11][C:12]3[CH:20]=[CH:19][C:15]([C:16]([OH:18])=O)=[CH:14][CH:13]=3)=[CH:10][C:5]=2[CH2:4][O:3]1.CCN=C=NCCCN(C)C.C1C=CC2N(O)N=NC=2C=1.[CH2:42]([NH2:49])[C:43]1[CH:48]=[CH:47][CH:46]=[CH:45][CH:44]=1. (2) Given the product [CH2:26]([N:33]1[CH2:38][CH2:37][CH2:36][C:35](=[CH:6][CH2:5][CH2:4][C:2]#[N:3])[CH2:34]1)[C:27]1[CH:32]=[CH:31][CH:30]=[CH:29][CH:28]=1, predict the reactants needed to synthesize it. The reactants are: [Br-].[C:2]([CH2:4][CH2:5][CH2:6][P+](C1C=CC=CC=1)(C1C=CC=CC=1)C1C=CC=CC=1)#[N:3].[CH2:26]([N:33]1[CH2:38][CH2:37][CH2:36][C:35](=O)[CH2:34]1)[C:27]1[CH:32]=[CH:31][CH:30]=[CH:29][CH:28]=1.